From a dataset of Forward reaction prediction with 1.9M reactions from USPTO patents (1976-2016). Predict the product of the given reaction. (1) The product is: [NH2:75][C@H:76]([C:84]([OH:86])=[O:85])[CH2:77][C:78]1[CH:83]=[CH:82][CH:81]=[CH:80][CH:79]=1. Given the reactants N[C@H](C(N[C@H](C(N[C@H](C(NCC(N[C@H](C(N[C@H](C(N[C@H](C(N[C@H](C(N)=O)CC1C=CC=CC=1)=O)CC(=O)O)=O)CCSC)=O)CC1C2C(=CC=CC=2)NC=1)=O)=O)CCSC)=O)CC1C=CC(O)=CC=1)=O)CC(=O)O.[NH:75](C(OCC1C2C(=CC=CC=2)C2C1=CC=CC=2)=O)[C@H:76]([C:84]([OH:86])=[O:85])[CH2:77][C:78]1[CH:83]=[CH:82][CH:81]=[CH:80][CH:79]=1, predict the reaction product. (2) Given the reactants [S:1]1[CH2:6][CH:5]=[C:4](OS(C(F)(F)F)(=O)=O)[CH2:3][CH2:2]1.[CH3:15][C:16]1([CH3:32])[C:20]([CH3:22])([CH3:21])[O:19][B:18]([B:18]2[O:19][C:20]([CH3:22])([CH3:21])[C:16]([CH3:32])([CH3:15])[O:17]2)[O:17]1.C([O-])(=O)C.[K+], predict the reaction product. The product is: [S:1]1[CH2:6][CH:5]=[C:4]([B:18]2[O:19][C:20]([CH3:22])([CH3:21])[C:16]([CH3:32])([CH3:15])[O:17]2)[CH2:3][CH2:2]1. (3) Given the reactants [Cl:1][C:2]1[CH:7]=[CH:6][C:5]([C:8]2[C:14]3[CH:15]=[C:16]([O:19][CH3:20])[CH:17]=[CH:18][C:13]=3[N:12]3[C:21]([CH3:24])=[N:22][N:23]=[C:11]3[C@H:10]([CH2:25][C:26](O)=[O:27])[N:9]=2)=[CH:4][CH:3]=1.[NH2:29][CH2:30][CH2:31][C:32]1[N:36]=[CH:35][NH:34][CH:33]=1.CCOC(C(C#N)=NOC(N1CCOCC1)=[N+](C)C)=O.F[P-](F)(F)(F)(F)F.CCN(C(C)C)C(C)C, predict the reaction product. The product is: [Cl:1][C:2]1[CH:3]=[CH:4][C:5]([C:8]2[C:14]3[CH:15]=[C:16]([O:19][CH3:20])[CH:17]=[CH:18][C:13]=3[N:12]3[C:21]([CH3:24])=[N:22][N:23]=[C:11]3[C@H:10]([CH2:25][C:26]([NH:29][CH2:30][CH2:31][C:32]3[N:36]=[CH:35][NH:34][CH:33]=3)=[O:27])[N:9]=2)=[CH:6][CH:7]=1. (4) Given the reactants [OH:1][CH2:2][C@H:3]([CH3:29])[O:4][C:5]1[CH:6]=[C:7]([CH:18]=[C:19]([C:21]([NH:23][C:24]2[CH:28]=[CH:27][NH:26][N:25]=2)=[O:22])[CH:20]=1)[O:8][C:9]1[CH:17]=[CH:16][C:12]([C:13]([OH:15])=O)=[CH:11][CH:10]=1.CN(C(ON1N=NC2C=[CH:42][CH:43]=[N:44][C:39]1=2)=[N+](C)C)C.F[P-](F)(F)(F)(F)F.Cl.N1CCC1.CCN(C(C)C)C(C)C, predict the reaction product. The product is: [N:44]1([C:13]([C:12]2[CH:11]=[CH:10][C:9]([O:8][C:7]3[CH:18]=[C:19]([CH:20]=[C:5]([O:4][C@@H:3]([CH3:29])[CH2:2][OH:1])[CH:6]=3)[C:21]([NH:23][C:24]3[CH:28]=[CH:27][NH:26][N:25]=3)=[O:22])=[CH:17][CH:16]=2)=[O:15])[CH2:43][CH2:42][CH2:39]1. (5) Given the reactants [C:1]([C:6]1[CH:7]=[C:8]([C:28]#[N:29])[C:9]([N:19]2[CH2:24][CH2:23][CH:22]([C:25]([OH:27])=O)[CH2:21][CH2:20]2)=[N:10][C:11]=1[CH2:12][N:13]1[CH2:17][CH2:16][CH2:15][C:14]1=[O:18])(=[O:5])[CH2:2][CH2:3][CH3:4].[CH:30]1([CH2:35][S:36]([NH2:39])(=[O:38])=[O:37])[CH2:34][CH2:33][CH2:32][CH2:31]1, predict the reaction product. The product is: [C:1]([C:6]1[CH:7]=[C:8]([C:28]#[N:29])[C:9]([N:19]2[CH2:24][CH2:23][CH:22]([C:25]([NH:39][S:36]([CH2:35][CH:30]3[CH2:34][CH2:33][CH2:32][CH2:31]3)(=[O:38])=[O:37])=[O:27])[CH2:21][CH2:20]2)=[N:10][C:11]=1[CH2:12][N:13]1[CH2:17][CH2:16][CH2:15][C:14]1=[O:18])(=[O:5])[CH2:2][CH2:3][CH3:4]. (6) Given the reactants [CH3:1][N:2]([CH:10]1[CH2:15][CH2:14][N:13]([CH3:16])[CH2:12][CH2:11]1)[C:3]1[CH:8]=[CH:7][CH:6]=[C:5]([NH2:9])[N:4]=1.[O:17]1[CH:21]=[CH:20][CH:19]=[C:18]1[C:22]([Cl:24])=[O:23], predict the reaction product. The product is: [ClH:24].[CH3:1][N:2]([CH:10]1[CH2:15][CH2:14][N:13]([CH3:16])[CH2:12][CH2:11]1)[C:3]1[N:4]=[C:5]([NH:9][C:22]([C:18]2[O:17][CH:21]=[CH:20][CH:19]=2)=[O:23])[CH:6]=[CH:7][CH:8]=1. (7) Given the reactants [NH:1]1[C:9]2[C:4](=[CH:5][CH:6]=[C:7]([CH:10]=[O:11])[CH:8]=2)[CH:3]=[CH:2]1.N1[C:25]2[C:16](=[CH:17][CH:18]=[C:19]3[C:24]=2N=CC=C3)C=CC=1.C(=CC(/C=C/C1C=CC=CC=1)=O)C1C=CC=CC=1.C(=O)([O-])[O-].[Cs+].[Cs+].IC1C=CC=CC=1, predict the reaction product. The product is: [C:16]1([N:1]2[C:9]3[C:4](=[CH:5][CH:6]=[C:7]([CH:10]=[O:11])[CH:8]=3)[CH:3]=[CH:2]2)[CH:25]=[CH:24][CH:19]=[CH:18][CH:17]=1. (8) Given the reactants [NH2:1][C@:2]([CH3:9])([CH2:6][C:7]#[CH:8])[C:3]([OH:5])=[O:4].S(Cl)(Cl)=O.[CH3:14]O, predict the reaction product. The product is: [NH2:1][C@:2]([CH3:9])([CH2:6][C:7]#[CH:8])[C:3]([O:5][CH3:14])=[O:4].